The task is: Predict which catalyst facilitates the given reaction.. This data is from Catalyst prediction with 721,799 reactions and 888 catalyst types from USPTO. Product: [CH3:29][O:28][C:22]1[CH:21]=[C:20]([CH:25]=[CH:24][C:23]=1[O:26][CH3:27])[CH2:19][NH:18][C:16](/[C:15](=[CH:7]/[CH:6]=[CH:5]/[C:4]1[CH:9]=[CH:10][C:11]([OH:12])=[C:2]([OH:1])[CH:3]=1)/[C:13]#[N:14])=[O:17]. The catalyst class is: 40. Reactant: [OH:1][C:2]1[CH:3]=[C:4]([CH:9]=[CH:10][C:11]=1[OH:12])[CH:5]=[CH:6][CH:7]=O.[C:13]([CH2:15][C:16]([N-:18][CH2:19][C:20]1[CH:25]=[CH:24][C:23]([O:26][CH3:27])=[C:22]([O:28][CH3:29])[CH:21]=1)=[O:17])#[N:14].N1CCCCC1.Cl.